From a dataset of Reaction yield outcomes from USPTO patents with 853,638 reactions. Predict the reaction yield, written as a fraction of the theoretical maximum amount of product (1.0 means a 100% yield; for example, 0.34 means a 34% yield). (1) The reactants are [F:1][C:2]1[CH:9]=[C:8]([N:10]2[CH:14]=[CH:13][CH:12]=[N:11]2)[CH:7]=[CH:6][C:3]=1[CH:4]=O.[Br-].[O:16]1CCO[CH:17]1[CH2:21][P+](C1C=CC=CC=1)(C1C=CC=CC=1)C1C=CC=CC=1.COCCOCCN(CCOCCOC)CCOCCOC. The catalyst is ClCCl.C([O-])([O-])=O.[K+].[K+]. The product is [F:1][C:2]1[CH:9]=[C:8]([N:10]2[CH:14]=[CH:13][CH:12]=[N:11]2)[CH:7]=[CH:6][C:3]=1[CH:4]=[CH:21][CH:17]=[O:16]. The yield is 0.700. (2) The reactants are Cl.[NH2:2][C@@H:3]1[CH2:12][CH2:11][CH2:10][C:9]2[C:8]([C:13]3[S:17][C:16]([C:18]4[CH:19]=[CH:20][C:21]([O:26][CH:27]([CH3:29])[CH3:28])=[C:22]([CH:25]=4)[C:23]#[N:24])=[N:15][N:14]=3)=[CH:7][CH:6]=[CH:5][C:4]1=2.[CH3:30][O:31][C:32](=[O:38])[CH2:33][S:34](Cl)(=[O:36])=[O:35]. The catalyst is C(Cl)Cl. The product is [C:23]([C:22]1[CH:25]=[C:18]([C:16]2[S:17][C:13]([C:8]3[CH:7]=[CH:6][CH:5]=[C:4]4[C:9]=3[CH2:10][CH2:11][CH2:12][C@H:3]4[NH:2][S:34]([CH2:33][C:32]([O:31][CH3:30])=[O:38])(=[O:36])=[O:35])=[N:14][N:15]=2)[CH:19]=[CH:20][C:21]=1[O:26][CH:27]([CH3:29])[CH3:28])#[N:24]. The yield is 0.650. (3) The reactants are [CH3:1][C:2]1[C:3]([C:15]([O:17]C(C)(C)C)=[O:16])=[N:4][CH:5]=[C:6]([O:8][CH2:9][C:10]2[O:11][CH:12]=[CH:13][N:14]=2)[N:7]=1.C(O)(C(F)(F)F)=O. No catalyst specified. The product is [CH3:1][C:2]1[C:3]([C:15]([OH:17])=[O:16])=[N:4][CH:5]=[C:6]([O:8][CH2:9][C:10]2[O:11][CH:12]=[CH:13][N:14]=2)[N:7]=1. The yield is 0.920. (4) The reactants are [C:1]([N:5]1[C:9]([C:10]2[CH:15]=[CH:14][N:13]=[C:12](S(C)(=O)=O)[N:11]=2)=[CH:8][C:7]([C:20]([O:22][CH2:23][CH3:24])=[O:21])=[N:6]1)([CH3:4])([CH3:3])[CH3:2].[C:25]1([OH:31])[CH:30]=[CH:29][CH:28]=[CH:27][CH:26]=1.C(=O)([O-])[O-].[K+].[K+]. The catalyst is CN(C=O)C. The product is [C:1]([N:5]1[C:9]([C:10]2[CH:15]=[CH:14][N:13]=[C:12]([O:31][C:25]3[CH:30]=[CH:29][CH:28]=[CH:27][CH:26]=3)[N:11]=2)=[CH:8][C:7]([C:20]([O:22][CH2:23][CH3:24])=[O:21])=[N:6]1)([CH3:4])([CH3:3])[CH3:2]. The yield is 0.770. (5) The reactants are [CH2:1]([O:8][C:9]1[C:14]([CH2:15][NH:16][CH2:17][CH2:18][O:19][C:20]2[C:30]([Br:31])=[CH:29][C:28]([O:32]S(C)(=O)=O)=[C:27]([CH3:37])[C:21]=2[C:22]([O:24]CC)=O)=[C:13]([CH3:38])[CH:12]=[C:11]([CH3:39])[N:10]=1)[C:2]1[CH:7]=[CH:6][CH:5]=[CH:4][CH:3]=1.[OH-].[Na+].Cl.[CH:43](N(CC)C(C)C)([CH3:45])[CH3:44].C(=O)([O-])[O-].[Cs+].[Cs+].IC(C)C. The catalyst is CO.O. The product is [CH2:1]([O:8][C:9]1[C:14]([CH2:15][N:16]2[C:22](=[O:24])[C:21]3[C:27]([CH3:37])=[C:28]([O:32][CH:43]([CH3:45])[CH3:44])[CH:29]=[C:30]([Br:31])[C:20]=3[O:19][CH2:18][CH2:17]2)=[C:13]([CH3:38])[CH:12]=[C:11]([CH3:39])[N:10]=1)[C:2]1[CH:3]=[CH:4][CH:5]=[CH:6][CH:7]=1. The yield is 0.480. (6) The reactants are [Cl:1][C:2]1[CH:3]=[CH:4][C:5]([NH:18][CH2:19][CH:20]2[CH2:25][CH2:24][NH:23][CH2:22][CH2:21]2)=[C:6]([CH:17]=1)[C:7]([NH:9][C:10]1[CH:15]=[CH:14][C:13]([CH3:16])=[CH:12][N:11]=1)=[O:8].[C:26]1(=O)[CH2:32][CH2:31][CH2:30][CH2:29][CH2:28][CH2:27]1.C([BH3-])#N.[Na+]. The catalyst is CO.C(O)(=O)C.O1CCCC1. The product is [Cl:1][C:2]1[CH:3]=[CH:4][C:5]([NH:18][CH2:19][CH:20]2[CH2:25][CH2:24][N:23]([CH:26]3[CH2:32][CH2:31][CH2:30][CH2:29][CH2:28][CH2:27]3)[CH2:22][CH2:21]2)=[C:6]([CH:17]=1)[C:7]([NH:9][C:10]1[CH:15]=[CH:14][C:13]([CH3:16])=[CH:12][N:11]=1)=[O:8]. The yield is 0.720.